From a dataset of Full USPTO retrosynthesis dataset with 1.9M reactions from patents (1976-2016). Predict the reactants needed to synthesize the given product. (1) Given the product [C:1](/[C:3](=[CH:10]\[N:11]([CH3:13])[CH3:12])/[C:4]([NH:6][CH2:7][CH2:8][CH3:9])=[O:5])#[N:2], predict the reactants needed to synthesize it. The reactants are: [C:1]([CH2:3][C:4]([NH:6][CH2:7][CH2:8][CH3:9])=[O:5])#[N:2].[CH3:10][N:11]([CH:13](OC)OC)[CH3:12]. (2) Given the product [O:18]1[C:14]2([CH2:19][CH2:20][CH:11]([C:4]3[CH:3]=[C:2]([NH2:21])[N:7]4[N:8]=[CH:9][CH:10]=[C:6]4[N:5]=3)[CH2:12][CH2:13]2)[O:15][CH2:16][CH2:17]1, predict the reactants needed to synthesize it. The reactants are: Cl[C:2]1[N:7]2[N:8]=[CH:9][CH:10]=[C:6]2[N:5]=[C:4]([CH:11]2[CH2:20][CH2:19][C:14]3([O:18][CH2:17][CH2:16][O:15]3)[CH2:13][CH2:12]2)[CH:3]=1.[NH3:21]. (3) Given the product [Cl:2][C:3]1[N:4]=[C:5]([C:16]2[CH:21]=[CH:20][C:19]([O:22][CH2:23][CH2:24][CH:25]3[CH2:30][CH2:29][N:28]([CH2:35][CH3:36])[CH2:27][CH2:26]3)=[C:18]([C:31]([F:32])([F:33])[F:34])[CH:17]=2)[C:6]2[CH:11]=[CH:10][N:9]([CH2:12][CH2:13][O:14][CH3:15])[C:7]=2[N:8]=1, predict the reactants needed to synthesize it. The reactants are: Cl.[Cl:2][C:3]1[N:4]=[C:5]([C:16]2[CH:21]=[CH:20][C:19]([O:22][CH2:23][CH2:24][CH:25]3[CH2:30][CH2:29][NH:28][CH2:27][CH2:26]3)=[C:18]([C:31]([F:34])([F:33])[F:32])[CH:17]=2)[C:6]2[CH:11]=[CH:10][N:9]([CH2:12][CH2:13][O:14][CH3:15])[C:7]=2[N:8]=1.[C:35](O[BH-](OC(=O)C)OC(=O)C)(=O)[CH3:36].[Na+].C(=O)C.C([O-])(O)=O.[Na+]. (4) The reactants are: [CH3:1][O:2][C:3]1[CH:4]=[C:5]([NH:11][CH2:12][CH2:13][C:14]2[CH:19]=[CH:18][C:17]([C:20]([F:23])([F:22])[F:21])=[CH:16][CH:15]=2)[CH:6]=[CH:7][C:8]=1[O:9][CH3:10].[CH3:24][C:25]([O:28][C:29]([NH:31][C@H:32]([C:39](O)=[O:40])[C:33]1[CH:38]=[CH:37][CH:36]=[CH:35][CH:34]=1)=[O:30])([CH3:27])[CH3:26].Cl.CN(C)CCCN=C=NCC. Given the product [C:25]([O:28][C:29](=[O:30])[NH:31][C@H:32]([C:39](=[O:40])[N:11]([C:5]1[CH:6]=[CH:7][C:8]([O:9][CH3:10])=[C:3]([O:2][CH3:1])[CH:4]=1)[CH2:12][CH2:13][C:14]1[CH:19]=[CH:18][C:17]([C:20]([F:22])([F:21])[F:23])=[CH:16][CH:15]=1)[C:33]1[CH:38]=[CH:37][CH:36]=[CH:35][CH:34]=1)([CH3:27])([CH3:24])[CH3:26], predict the reactants needed to synthesize it. (5) Given the product [Br:1][C:2]1[C:3](=[O:29])[N:4]([C:19]2[CH:27]=[CH:26][C:22]([C:23]([N:39]([CH3:40])[CH3:38])=[O:24])=[CH:21][C:20]=2[F:28])[C:5]([CH3:18])=[CH:6][C:7]=1[O:8][CH2:9][C:10]1[CH:15]=[CH:14][C:13]([F:16])=[CH:12][C:11]=1[F:17], predict the reactants needed to synthesize it. The reactants are: [Br:1][C:2]1[C:3](=[O:29])[N:4]([C:19]2[CH:27]=[CH:26][C:22]([C:23](O)=[O:24])=[CH:21][C:20]=2[F:28])[C:5]([CH3:18])=[CH:6][C:7]=1[O:8][CH2:9][C:10]1[CH:15]=[CH:14][C:13]([F:16])=[CH:12][C:11]=1[F:17].ClC(OCC(C)C)=O.[CH3:38][N:39]1CCOC[CH2:40]1.CNC. (6) Given the product [NH2:1][C:2]1[N:7]=[CH:6][C:5]([C@@H:8]2[CH2:12][N:11]([C:13]([O:15][C:16]([CH3:17])([CH3:18])[CH3:19])=[O:14])[C@H:10]([CH2:20][OH:21])[CH2:9]2)=[CH:4][CH:3]=1, predict the reactants needed to synthesize it. The reactants are: [NH2:1][C:2]1[N:7]=[CH:6][C:5]([C@@H:8]2[CH2:12][N:11]([C:13]([O:15][C:16]([CH3:19])([CH3:18])[CH3:17])=[O:14])[C@H:10]([C:20](OC)=[O:21])[CH2:9]2)=[CH:4][CH:3]=1.[H-].[H-].[H-].[H-].[Li+].[Al+3].